Task: Predict the reaction yield, written as a fraction of the theoretical maximum amount of product (1.0 means a 100% yield; for example, 0.34 means a 34% yield).. Dataset: Reaction yield outcomes from USPTO patents with 853,638 reactions (1) The reactants are [CH3:1][O:2][C:3]1[CH:4]=[C:5]([OH:9])[CH:6]=[N:7][CH:8]=1.[H-].[Na+].[Cl:12][CH2:13][CH2:14][CH2:15]I.[Na+].[Cl-]. The catalyst is CN(C=O)C.O. The product is [Cl:12][CH2:13][CH2:14][CH2:15][O:9][C:5]1[CH:4]=[C:3]([O:2][CH3:1])[CH:8]=[N:7][CH:6]=1. The yield is 0.928. (2) The reactants are [OH:1][CH:2]([C:8]1[C:16]2[C:11](=[CH:12][CH:13]=[CH:14][CH:15]=2)[N:10]([CH3:17])[C:9]=1[C:18]1[CH:23]=[CH:22][CH:21]=[CH:20][CH:19]=1)[C:3]([O:5]CC)=[O:4].[OH-].[K+].O1CC[CH2:28][CH2:27]1.CO. The catalyst is O. The product is [CH2:27]([O:1][CH:2]([C:8]1[C:16]2[C:11](=[CH:12][CH:13]=[CH:14][CH:15]=2)[N:10]([CH3:17])[C:9]=1[C:18]1[CH:19]=[CH:20][CH:21]=[CH:22][CH:23]=1)[C:3]([OH:5])=[O:4])[CH3:28]. The yield is 0.310.